Dataset: Catalyst prediction with 721,799 reactions and 888 catalyst types from USPTO. Task: Predict which catalyst facilitates the given reaction. (1) Reactant: [OH:1][CH2:2][CH2:3][C:4]1[N:5]=[C:6]([S:9][C:10]([CH3:15])([CH3:14])[C:11]([OH:13])=[O:12])[S:7][CH:8]=1.C1(P(C2C=CC=CC=2)C2C=CC=CC=2)C=CC=CC=1.[C:35]1([C:41]2[CH:46]=[CH:45][C:44](O)=[CH:43][CH:42]=2)[CH:40]=[CH:39][CH:38]=[CH:37][CH:36]=1.N(C(OC(C)C)=O)=NC(OC(C)C)=O. Product: [C:35]1([C:41]2[CH:42]=[CH:43][CH:44]=[CH:45][CH:46]=2)[CH:40]=[CH:39][C:38]([O:1][CH2:2][CH2:3][C:4]2[N:5]=[C:6]([S:9][C:10]([CH3:15])([CH3:14])[C:11]([OH:13])=[O:12])[S:7][CH:8]=2)=[CH:37][CH:36]=1. The catalyst class is: 7. (2) Reactant: [N:1]([O-])=O.[Na+].[NH2:5][C:6]1[CH:7]=[CH:8][C:9]([F:12])=[N:10][CH:11]=1.[Sn](Cl)Cl.[OH-].[K+]. Product: [F:12][C:9]1[N:10]=[CH:11][C:6]([NH:5][NH2:1])=[CH:7][CH:8]=1. The catalyst class is: 223. (3) Reactant: [Si:1]([O:8][CH2:9][CH2:10][N:11]([CH3:24])[C:12]([C:14]1[N:15]=[C:16]([N:19]2[CH2:22][CH:21]([OH:23])[CH2:20]2)[S:17][CH:18]=1)=[O:13])([C:4]([CH3:7])([CH3:6])[CH3:5])([CH3:3])[CH3:2].[CH3:25][S:26](Cl)(=[O:28])=[O:27].C(N(CC)CC)C. Product: [Si:1]([O:8][CH2:9][CH2:10][N:11]([CH3:24])[C:12]([C:14]1[N:15]=[C:16]([N:19]2[CH2:22][CH:21]([O:23][S:26]([CH3:25])(=[O:28])=[O:27])[CH2:20]2)[S:17][CH:18]=1)=[O:13])([C:4]([CH3:7])([CH3:6])[CH3:5])([CH3:3])[CH3:2]. The catalyst class is: 2. (4) Reactant: [CH3:1][C:2]1([CH3:14])[C:6]([CH3:8])([CH3:7])[O:5][B:4]([C:9]2[CH:10]=[N:11][NH:12][CH:13]=2)[O:3]1.[Si:15]([O:22][CH:23]1[CH2:28][CH2:27][C:26](=[CH:29][C:30]#[N:31])[CH2:25][CH2:24]1)([C:18]([CH3:21])([CH3:20])[CH3:19])([CH3:17])[CH3:16].N12CCCN=C1CCCCC2. Product: [Si:15]([O:22][CH:23]1[CH2:24][CH2:25][C:26]([CH2:29][C:30]#[N:31])([N:12]2[CH:13]=[C:9]([B:4]3[O:5][C:6]([CH3:7])([CH3:8])[C:2]([CH3:14])([CH3:1])[O:3]3)[CH:10]=[N:11]2)[CH2:27][CH2:28]1)([C:18]([CH3:21])([CH3:20])[CH3:19])([CH3:17])[CH3:16]. The catalyst class is: 10.